Task: Predict the reaction yield, written as a fraction of the theoretical maximum amount of product (1.0 means a 100% yield; for example, 0.34 means a 34% yield).. Dataset: Reaction yield outcomes from USPTO patents with 853,638 reactions (1) The reactants are [F:1][C:2]1[CH:30]=[C:29]([N+:31]([O-:33])=[O:32])[CH:28]=[CH:27][C:3]=1[O:4][C:5]1[C:14]2[C:9](=[CH:10][C:11]([O:17][CH2:18][CH:19]3[CH2:26][CH:22]4[CH2:23][NH:24][CH2:25][CH:21]4[CH2:20]3)=[C:12]([O:15][CH3:16])[CH:13]=2)[N:8]=[CH:7][CH:6]=1.[C:34](#N)C.O.C=O.[BH-](OC(C)=O)(OC(C)=O)OC(C)=O.[Na+]. The catalyst is O. The product is [F:1][C:2]1[CH:30]=[C:29]([N+:31]([O-:33])=[O:32])[CH:28]=[CH:27][C:3]=1[O:4][C:5]1[C:14]2[C:9](=[CH:10][C:11]([O:17][CH2:18][CH:19]3[CH2:26][CH:22]4[CH2:23][N:24]([CH3:34])[CH2:25][CH:21]4[CH2:20]3)=[C:12]([O:15][CH3:16])[CH:13]=2)[N:8]=[CH:7][CH:6]=1. The yield is 0.500. (2) The reactants are [Cl:1][C:2]1[C:3]([OH:40])=[C:4]([S:9]([N:12]([CH2:26][C:27]2[CH:32]=[CH:31][C:30]([C:33]3[CH:38]=[CH:37][C:36]([F:39])=[CH:35][CH:34]=3)=[CH:29][CH:28]=2)[CH2:13][C:14]2[CH:19]=[CH:18][CH:17]=[C:16]([CH2:20][NH:21][CH2:22][CH:23]([CH3:25])[CH3:24])[CH:15]=2)(=[O:11])=[O:10])[CH:5]=[C:6]([Cl:8])[CH:7]=1.[Cl:41][C:42]1[C:47]([Cl:48])=[CH:46][CH:45]=[CH:44][C:43]=1[N:49]=[C:50]=[O:51]. The yield is 0.400. The product is [Cl:1][C:2]1[C:3]([OH:40])=[C:4]([S:9]([N:12]([CH2:13][C:14]2[CH:19]=[CH:18][CH:17]=[C:16]([CH2:20][N:21]([CH2:22][CH:23]([CH3:25])[CH3:24])[C:50]([NH:49][C:43]3[CH:44]=[CH:45][CH:46]=[C:47]([Cl:48])[C:42]=3[Cl:41])=[O:51])[CH:15]=2)[CH2:26][C:27]2[CH:32]=[CH:31][C:30]([C:33]3[CH:34]=[CH:35][C:36]([F:39])=[CH:37][CH:38]=3)=[CH:29][CH:28]=2)(=[O:11])=[O:10])[CH:5]=[C:6]([Cl:8])[CH:7]=1. The catalyst is C1COCC1. (3) The reactants are [Li+].[OH-].C([O:5][C:6](=[O:27])[CH2:7][C:8]1[N:21]=[C:20]([N:22]([CH:24]2[CH2:26][CH2:25]2)[CH3:23])[C:11]2[C:12]3[CH2:13][CH2:14][CH2:15][CH2:16][CH2:17][C:18]=3[S:19][C:10]=2[N:9]=1)C.O. The catalyst is C1COCC1.Cl. The product is [CH:24]1([N:22]([CH3:23])[C:20]2[C:11]3[C:12]4[CH2:13][CH2:14][CH2:15][CH2:16][CH2:17][C:18]=4[S:19][C:10]=3[N:9]=[C:8]([CH2:7][C:6]([OH:27])=[O:5])[N:21]=2)[CH2:25][CH2:26]1. The yield is 0.940.